This data is from Catalyst prediction with 721,799 reactions and 888 catalyst types from USPTO. The task is: Predict which catalyst facilitates the given reaction. (1) Reactant: [N+:1]([C:4]1[CH:23]=[CH:22][C:7]2[CH2:8][O:9][C:10]3([O:20][CH2:21][C:6]=2[CH:5]=1)[C:18]1[C:13](=[N:14][CH:15]=[CH:16][CH:17]=1)[NH:12][C:11]3=[O:19])([O-])=O. Product: [NH2:1][C:4]1[CH:23]=[CH:22][C:7]2[CH2:8][O:9][C:10]3([O:20][CH2:21][C:6]=2[CH:5]=1)[C:18]1[C:13](=[N:14][CH:15]=[CH:16][CH:17]=1)[NH:12][C:11]3=[O:19]. The catalyst class is: 43. (2) Reactant: [NH2:1][C:2]1[C:3]([NH:9][C@@H:10]2[CH2:14][C@H:13]([CH2:15][OH:16])[C@@H:12]([OH:17])[C@H:11]2[OH:18])=[N:4][CH:5]=[N:6][C:7]=1[Cl:8].O.[C:20]1(C)[CH:25]=CC(S(O)(=O)=O)=C[CH:21]=1.[CH3:31]OC(OC)OC.CC(C)=O.COC(OC)(C)C.C(=O)(O)[O-].[Na+]. Product: [Cl:8][C:7]1[N:6]=[CH:5][N:4]=[C:3]2[C:2]=1[N:1]=[CH:31][N:9]2[C@H:10]1[C@@H:11]2[O:18][C:20]([CH3:25])([CH3:21])[O:17][C@@H:12]2[C@@H:13]([CH2:15][OH:16])[CH2:14]1. The catalyst class is: 9. (3) Reactant: [Cl:1][C:2]1[N:9]=[C:8]([NH:10][C:11]2[CH:15]=[C:14]([CH3:16])[NH:13][N:12]=2)[CH:7]=[C:6]([CH3:17])[C:3]=1[C:4]#[N:5].[N:18]1[CH:23]=[CH:22][CH:21]=[C:20]([O:24][CH2:25][CH2:26][NH2:27])[CH:19]=1.C(=O)([O-])O.[Na+].CS(C)=O. Product: [ClH:1].[ClH:1].[N:18]1[CH:23]=[CH:22][CH:21]=[C:20]([O:24][CH2:25][CH2:26][NH:27][C:2]2[N:9]=[C:8]([NH:10][C:11]3[CH:15]=[C:14]([CH3:16])[NH:13][N:12]=3)[CH:7]=[C:6]([CH3:17])[C:3]=2[C:4]#[N:5])[CH:19]=1. The catalyst class is: 6. (4) Reactant: Cl[C:2]1[C:3](=[O:15])[N:4]([C:8]2[CH:13]=[CH:12][C:11]([F:14])=[CH:10][CH:9]=2)[CH:5]=[CH:6][N:7]=1.[C:16]([Cu])#[N:17]. Product: [F:14][C:11]1[CH:12]=[CH:13][C:8]([N:4]2[CH:5]=[CH:6][N:7]=[C:2]([C:16]#[N:17])[C:3]2=[O:15])=[CH:9][CH:10]=1. The catalyst class is: 60. (5) Product: [ClH:37].[ClH:37].[N:1]1([C@H:6]2[CH2:11][CH2:10][CH2:9][CH2:8][C@H:7]2[NH:12][C:13]2[CH:21]=[C:20]([C:22]([F:24])([F:25])[F:23])[CH:19]=[CH:18][C:14]=2[C:15]([NH:36][C:33]2[CH:34]=[C:35]3[C:30]([CH:29]=[CH:28][CH:27]=[N:26]3)=[CH:31][CH:32]=2)=[O:16])[CH2:2][CH2:3][CH2:4][CH2:5]1. Reactant: [N:1]1([C@H:6]2[CH2:11][CH2:10][CH2:9][CH2:8][C@H:7]2[NH:12][C:13]2[CH:21]=[C:20]([C:22]([F:25])([F:24])[F:23])[CH:19]=[CH:18][C:14]=2[C:15](O)=[O:16])[CH2:5][CH2:4][CH2:3][CH2:2]1.[N:26]1[C:35]2[C:30](=[CH:31][CH:32]=[C:33]([NH2:36])[CH:34]=2)[CH:29]=[CH:28][CH:27]=1.[ClH:37].C(N=C=NCCCN(C)C)C.ON1C2C=CC=CC=2N=N1.C(=O)([O-])[O-].[K+].[K+]. The catalyst class is: 60.